From a dataset of Reaction yield outcomes from USPTO patents with 853,638 reactions. Predict the reaction yield, written as a fraction of the theoretical maximum amount of product (1.0 means a 100% yield; for example, 0.34 means a 34% yield). (1) The reactants are [CH:1]1[C:13]2[NH:12][C:11]3[C:6](=[CH:7][CH:8]=[CH:9][CH:10]=3)[C:5]=2[C:4]([O:14][CH2:15][CH:16]([OH:24])[CH2:17][N:18]2[CH2:23][CH2:22][NH:21][CH2:20][CH2:19]2)=[CH:3][CH:2]=1.CCN(C(C)C)C(C)C.[F:34][C:35]([F:47])([F:46])[C:36]1[CH:37]=[C:38]([S:42](Cl)(=[O:44])=[O:43])[CH:39]=[CH:40][CH:41]=1. The catalyst is CN(C=O)C.C(OCC)(=O)C. The product is [CH:1]1[C:13]2[NH:12][C:11]3[C:6](=[CH:7][CH:8]=[CH:9][CH:10]=3)[C:5]=2[C:4]([O:14][CH2:15][CH:16]([OH:24])[CH2:17][N:18]2[CH2:23][CH2:22][N:21]([S:42]([C:38]3[CH:39]=[CH:40][CH:41]=[C:36]([C:35]([F:34])([F:46])[F:47])[CH:37]=3)(=[O:44])=[O:43])[CH2:20][CH2:19]2)=[CH:3][CH:2]=1. The yield is 0.300. (2) The reactants are Cl[CH2:2][C:3]([NH2:5])=[O:4].[P:6]([O:13]CC)([O:10][CH2:11][CH3:12])[O:7][CH2:8][CH3:9]. The catalyst is CC1C=CC=CC=1C.ClCCl. The product is [C:3]([CH2:2][P:6](=[O:13])([O:10][CH2:11][CH3:12])[O:7][CH2:8][CH3:9])(=[O:4])[NH2:5]. The yield is 0.330. (3) The reactants are Br[C:2]1[CH:7]=[CH:6][C:5]([CH2:8][C:9]([O:11][CH3:12])=[O:10])=[CH:4][C:3]=1[F:13].[CH3:14][C:15]1([CH3:31])[C:19]([CH3:21])([CH3:20])[O:18][B:17]([B:17]2[O:18][C:19]([CH3:21])([CH3:20])[C:15]([CH3:31])([CH3:14])[O:16]2)[O:16]1.CC([O-])=O.[K+]. The catalyst is O1CCOCC1.C1C=CC(P(C2C=CC=CC=2)[C-]2C=CC=C2)=CC=1.C1C=CC(P(C2C=CC=CC=2)[C-]2C=CC=C2)=CC=1.Cl[Pd]Cl.[Fe+2]. The product is [F:13][C:3]1[CH:4]=[C:5]([CH2:8][C:9]([O:11][CH3:12])=[O:10])[CH:6]=[CH:7][C:2]=1[B:17]1[O:18][C:19]([CH3:21])([CH3:20])[C:15]([CH3:31])([CH3:14])[O:16]1. The yield is 0.639. (4) The reactants are [Cl:1][C:2]1[CH:3]=[N:4][C:5]2[N:6]([N:8]=[C:9]([C:11]([OH:13])=O)[CH:10]=2)[CH:7]=1.[Br:14][C:15]1[CH:16]=[N:17][C:18]2[CH2:19][CH2:20][NH:21][CH2:22][C:23]=2[CH:24]=1. No catalyst specified. The product is [Br:14][C:15]1[CH:16]=[N:17][C:18]2[CH2:19][CH2:20][N:21]([C:11]([C:9]3[CH:10]=[C:5]4[N:4]=[CH:3][C:2]([Cl:1])=[CH:7][N:6]4[N:8]=3)=[O:13])[CH2:22][C:23]=2[CH:24]=1. The yield is 0.660. (5) The reactants are Br[C:2]1[C:3]2[S:11][CH:10]=[CH:9][C:4]=2[C:5](=[O:8])[NH:6][CH:7]=1.[C:12]([Cu])#[N:13].Cl. The catalyst is CN(C=O)C. The product is [C:12]([C:2]1[C:3]2[S:11][CH:10]=[CH:9][C:4]=2[C:5](=[O:8])[NH:6][CH:7]=1)#[N:13]. The yield is 0.780. (6) The reactants are C(OC([N:8]1[CH2:17][CH2:16][C:15]2[C:10](=[C:11]([O:18][C:19]3[CH:24]=[CH:23][C:22]([C:25](=[O:27])[NH2:26])=[CH:21][N:20]=3)[CH:12]=[CH:13][CH:14]=2)[CH2:9]1)=O)(C)(C)C.C(O)(C(F)(F)F)=O. The catalyst is C(Cl)Cl. The product is [CH2:9]1[C:10]2[C:15](=[CH:14][CH:13]=[CH:12][C:11]=2[O:18][C:19]2[CH:24]=[CH:23][C:22]([C:25]([NH2:26])=[O:27])=[CH:21][N:20]=2)[CH2:16][CH2:17][NH:8]1. The yield is 0.570.